This data is from Full USPTO retrosynthesis dataset with 1.9M reactions from patents (1976-2016). The task is: Predict the reactants needed to synthesize the given product. Given the product [F:23][CH:2]([F:1])[O:3][C:4]1[CH:5]=[CH:6][C:7]([N:10]2[C:14]([CH3:15])=[C:13]([C:16]([NH:38][C:39]3[CH:44]=[CH:43][C:42]([C@@H:45]4[O:50][CH2:49][CH2:48][N:47]([C:51]([O:53][C:54]([CH3:57])([CH3:56])[CH3:55])=[O:52])[CH2:46]4)=[CH:41][CH:40]=3)=[O:18])[CH:12]=[N:11]2)=[CH:8][CH:9]=1, predict the reactants needed to synthesize it. The reactants are: [F:1][CH:2]([F:23])[O:3][C:4]1[CH:9]=[CH:8][C:7]([N:10]2[C:14]([CH3:15])=[C:13]([C:16]([O:18]C(C)(C)C)=O)[CH:12]=[N:11]2)=[CH:6][CH:5]=1.C([SiH](CC)CC)C.C(O)(C(F)(F)F)=O.[NH2:38][C:39]1[CH:44]=[CH:43][C:42]([C@@H:45]2[O:50][CH2:49][CH2:48][N:47]([C:51]([O:53][C:54]([CH3:57])([CH3:56])[CH3:55])=[O:52])[CH2:46]2)=[CH:41][CH:40]=1.C(N(C(C)C)C(C)C)C.